From a dataset of Peptide-MHC class I binding affinity with 185,985 pairs from IEDB/IMGT. Regression. Given a peptide amino acid sequence and an MHC pseudo amino acid sequence, predict their binding affinity value. This is MHC class I binding data. (1) The peptide sequence is AVDLYHFLK. The MHC is HLA-B27:05 with pseudo-sequence HLA-B27:05. The binding affinity (normalized) is 0. (2) The peptide sequence is SLVKKNKKR. The MHC is HLA-A02:06 with pseudo-sequence HLA-A02:06. The binding affinity (normalized) is 0. (3) The binding affinity (normalized) is 0.0847. The peptide sequence is KTVRYWHRF. The MHC is HLA-A69:01 with pseudo-sequence HLA-A69:01. (4) The peptide sequence is MTHPQSEAA. The MHC is HLA-C04:01 with pseudo-sequence HLA-C04:01. The binding affinity (normalized) is 0.213. (5) The peptide sequence is RKLTNPANK. The MHC is HLA-A29:02 with pseudo-sequence HLA-A29:02. The binding affinity (normalized) is 0.0847. (6) The peptide sequence is FTSAVLLLL. The MHC is HLA-A68:02 with pseudo-sequence HLA-A68:02. The binding affinity (normalized) is 1.00. (7) The binding affinity (normalized) is 0.0847. The MHC is HLA-A02:01 with pseudo-sequence HLA-A02:01. The peptide sequence is CASSSDWFY.